This data is from Catalyst prediction with 721,799 reactions and 888 catalyst types from USPTO. The task is: Predict which catalyst facilitates the given reaction. (1) Reactant: C([Li])CCC.[F:6][C:7]1[CH:21]=[CH:20][C:10]([CH2:11][C:12]2[S:13][CH:14]=[CH:15][C:16]=2[CH2:17][CH2:18][OH:19])=[CH:9][CH:8]=1.[Cl:22][C:23]1[CH:24]=[N:25][C:26]([S:29][CH3:30])=[N:27][CH:28]=1.ClC1C(=O)C(C#N)=C(C#N)C(=O)C=1Cl.[OH-].[Na+]. Product: [F:6][C:7]1[CH:21]=[CH:20][C:10]([CH2:11][C:12]2[S:13][C:14]([C:24]3[C:23]([Cl:22])=[CH:28][N:27]=[C:26]([S:29][CH3:30])[N:25]=3)=[CH:15][C:16]=2[CH2:17][CH2:18][OH:19])=[CH:9][CH:8]=1. The catalyst class is: 30. (2) Reactant: [CH2:1]([C:3]1[CH:8]=[CH:7][CH:6]=[CH:5][C:4]=1[OH:9])[CH3:2].C(=O)([O-])[O-].[K+].[K+].Br[CH2:17][C:18]([O:20][CH2:21][CH3:22])=[O:19].[Cl:23][S:24](O)(=[O:26])=[O:25]. Product: [CH2:21]([O:20][C:18](=[O:19])[CH2:17][O:9][C:4]1[CH:5]=[CH:6][C:7]([S:24]([Cl:23])(=[O:26])=[O:25])=[CH:8][C:3]=1[CH2:1][CH3:2])[CH3:22]. The catalyst class is: 131. (3) Reactant: [Cl:1][C:2]1[CH:16]=[CH:15][CH:14]=[CH:13][C:3]=1[CH2:4][NH:5][C:6](=[O:12])[N:7]([CH2:9][CH2:10][OH:11])[CH3:8].[N:17]([C:20]1[CH:29]=[CH:28][C:27]2[C:22](=[CH:23][CH:24]=[CH:25][CH:26]=2)[CH:21]=1)=[C:18]=[O:19]. Product: [CH:21]1[C:22]2[C:27](=[CH:26][CH:25]=[CH:24][CH:23]=2)[CH:28]=[CH:29][C:20]=1[NH:17][C:18](=[O:19])[O:11][CH2:10][CH2:9][N:7]([CH3:8])[C:6]([NH:5][CH2:4][C:3]1[CH:13]=[CH:14][CH:15]=[CH:16][C:2]=1[Cl:1])=[O:12]. The catalyst class is: 230. (4) Reactant: C(OC(=O)[NH:7][C@H:8]([CH2:33][C:34]1[CH:39]=[C:38]([F:40])[C:37]([F:41])=[CH:36][C:35]=1[F:42])[CH2:9][C:10](=[O:32])[N:11]1[CH2:20][C:19]2[N:15]([CH:16]=[N:17][C:18]=2[C:21]([N:23]2[CH2:27][CH2:26][CH2:25][CH2:24]2)=[O:22])[C:14]2[CH:28]=[CH:29][CH:30]=[CH:31][C:13]=2[CH2:12]1)(C)(C)C.[F:44][C:45]([F:50])([F:49])[C:46]([OH:48])=[O:47]. Product: [F:44][C:45]([F:50])([F:49])[C:46]([OH:48])=[O:47].[NH2:7][C@H:8]([CH2:33][C:34]1[CH:39]=[C:38]([F:40])[C:37]([F:41])=[CH:36][C:35]=1[F:42])[CH2:9][C:10]([N:11]1[CH2:20][C:19]2[N:15]([CH:16]=[N:17][C:18]=2[C:21]([N:23]2[CH2:27][CH2:26][CH2:25][CH2:24]2)=[O:22])[C:14]2[CH:28]=[CH:29][CH:30]=[CH:31][C:13]=2[CH2:12]1)=[O:32]. The catalyst class is: 2.